The task is: Regression. Given a peptide amino acid sequence and an MHC pseudo amino acid sequence, predict their binding affinity value. This is MHC class II binding data.. This data is from Peptide-MHC class II binding affinity with 134,281 pairs from IEDB. (1) The peptide sequence is VTVNPFVSVATANAKVLI. The MHC is DRB1_0301 with pseudo-sequence DRB1_0301. The binding affinity (normalized) is 0.114. (2) The peptide sequence is PELQNFLNFLEANGL. The MHC is DRB1_1302 with pseudo-sequence DRB1_1302. The binding affinity (normalized) is 0.756. (3) The peptide sequence is AILIWMYYHGQRHSDEH. The MHC is DRB3_0101 with pseudo-sequence DRB3_0101. The binding affinity (normalized) is 0. (4) The peptide sequence is VLTNACELGEWVFSS. The MHC is DRB1_0101 with pseudo-sequence DRB1_0101. The binding affinity (normalized) is 0.555. (5) The peptide sequence is EKKYKAATQFEPLAA. The MHC is HLA-DPA10103-DPB10601 with pseudo-sequence HLA-DPA10103-DPB10601. The binding affinity (normalized) is 0.719. (6) The peptide sequence is LKISTAPSSPPPYEE. The MHC is DRB1_0101 with pseudo-sequence DRB1_0101. The binding affinity (normalized) is 0.164. (7) The peptide sequence is GDSRLTYQWHKEGSS. The MHC is DRB1_0802 with pseudo-sequence DRB1_0802. The binding affinity (normalized) is 0.